Dataset: Reaction yield outcomes from USPTO patents with 853,638 reactions. Task: Predict the reaction yield, written as a fraction of the theoretical maximum amount of product (1.0 means a 100% yield; for example, 0.34 means a 34% yield). The reactants are [Cl:1][C:2]1[O:6][C:5]([CH:7]([O:10][C:11]2[C:12]([F:21])=[C:13]([C:17]([F:20])=[CH:18][CH:19]=2)[C:14]([NH2:16])=[O:15])[CH2:8][OH:9])=[N:4][C:3]=1[C:22]1[CH:27]=[CH:26][C:25]([C:28]([F:31])([F:30])[F:29])=[CH:24][CH:23]=1.ClC(O[C:37](Cl)=[O:38])(Cl)Cl.CO.C(#[N:44])C. No catalyst specified. The product is [C:37](=[O:38])([O:9][CH2:8][CH:7]([O:10][C:11]1[CH:19]=[CH:18][C:17]([F:20])=[C:13]([C:14](=[O:15])[NH2:16])[C:12]=1[F:21])[C:5]1[O:6][C:2]([Cl:1])=[C:3]([C:22]2[CH:27]=[CH:26][C:25]([C:28]([F:29])([F:30])[F:31])=[CH:24][CH:23]=2)[N:4]=1)[NH2:44]. The yield is 0.230.